This data is from Full USPTO retrosynthesis dataset with 1.9M reactions from patents (1976-2016). The task is: Predict the reactants needed to synthesize the given product. (1) Given the product [N:30]([CH2:12][CH:13]1[CH2:17][C:16]2[CH:18]=[CH:19][CH:20]=[C:21]([C:22]3[CH:27]=[CH:26][C:25]([Cl:28])=[CH:24][C:23]=3[Cl:29])[C:15]=2[O:14]1)=[N+:31]=[N-:32], predict the reactants needed to synthesize it. The reactants are: CC1C=CC(S(O[CH2:12][CH:13]2[CH2:17][C:16]3[CH:18]=[CH:19][CH:20]=[C:21]([C:22]4[CH:27]=[CH:26][C:25]([Cl:28])=[CH:24][C:23]=4[Cl:29])[C:15]=3[O:14]2)(=O)=O)=CC=1.[N-:30]=[N+:31]=[N-:32].[Na+]. (2) The reactants are: I[C:2]1[CH:3]=[N:4][N:5]([CH2:7][CH2:8][O:9][CH:10]2[CH2:15][CH2:14][CH2:13][CH2:12][O:11]2)[CH:6]=1.[C:16]([C:20]1[CH:21]=[C:22]([NH2:25])[NH:23][N:24]=1)([CH3:19])([CH3:18])[CH3:17].C([O-])([O-])=O.[K+].[K+].CN[C@@H]1CCCC[C@H]1NC. Given the product [C:16]([C:20]1[CH:21]=[C:22]([NH2:25])[N:23]([C:2]2[CH:3]=[N:4][N:5]([CH2:7][CH2:8][O:9][CH:10]3[CH2:15][CH2:14][CH2:13][CH2:12][O:11]3)[CH:6]=2)[N:24]=1)([CH3:19])([CH3:18])[CH3:17], predict the reactants needed to synthesize it. (3) Given the product [C:20]([C:22]1[CH:23]=[C:24]([CH2:25][N:4]2[CH2:3][CH2:2][N:1]([C:7]3[CH:8]=[CH:9][C:10]4[N:11]([C:13]([C:16]([F:17])([F:18])[F:19])=[N:14][N:15]=4)[N:12]=3)[CH2:6][CH2:5]2)[CH:27]=[CH:28][CH:29]=1)#[CH:21], predict the reactants needed to synthesize it. The reactants are: [N:1]1([C:7]2[CH:8]=[CH:9][C:10]3[N:11]([C:13]([C:16]([F:19])([F:18])[F:17])=[N:14][N:15]=3)[N:12]=2)[CH2:6][CH2:5][NH:4][CH2:3][CH2:2]1.[C:20]([C:22]1[CH:23]=[C:24]([CH:27]=[CH:28][CH:29]=1)[CH:25]=O)#[CH:21]. (4) Given the product [Br:15][C:5]1[C:6]([S:8][CH2:9][CH2:10][CH2:11][CH2:12][CH2:13][CH3:14])=[CH:7][C:2]([CH:30]=[O:31])=[C:3]([S:16][CH2:17][CH2:18][CH2:19][CH2:20][CH2:21][CH3:22])[CH:4]=1, predict the reactants needed to synthesize it. The reactants are: Br[C:2]1[CH:7]=[C:6]([S:8][CH2:9][CH2:10][CH2:11][CH2:12][CH2:13][CH3:14])[C:5]([Br:15])=[CH:4][C:3]=1[S:16][CH2:17][CH2:18][CH2:19][CH2:20][CH2:21][CH3:22].C([Li])CCC.CN(C)[CH:30]=[O:31]. (5) Given the product [CH3:1][O:2][C:3]1[C:4](=[O:36])[C:5]([CH3:35])=[C:6]([CH2:12][C:13]2[CH:14]=[CH:15][C:16]([OH:31])=[C:17]([CH:30]=2)[C:18]([NH:20][C:21]2[CH:26]=[CH:25][CH:24]=[C:23]([N+:27]([O-:29])=[O:28])[CH:22]=2)=[O:19])[C:7](=[O:11])[C:8]=1[O:9][CH3:10], predict the reactants needed to synthesize it. The reactants are: [CH3:1][O:2][C:3]1[C:4](=[O:36])[C:5]([CH3:35])=[C:6]([CH2:12][C:13]2[CH:14]=[CH:15][C:16]([O:31]C(=O)C)=[C:17]([CH:30]=2)[C:18]([NH:20][C:21]2[CH:26]=[CH:25][CH:24]=[C:23]([N+:27]([O-:29])=[O:28])[CH:22]=2)=[O:19])[C:7](=[O:11])[C:8]=1[O:9][CH3:10].C(=O)([O-])O.[Na+]. (6) Given the product [F:25][C:22]1[CH:23]=[CH:24][C:16]([C:12]2[C:13]([CH3:15])=[CH:14][C:9]([OH:8])=[CH:10][C:11]=2[CH3:41])=[C:17]2[C:21]=1[C@H:20]([O:26][C:27]1[CH:40]=[CH:39][C:30]3[C@H:31]([CH2:34][C:35]([O:37][CH3:38])=[O:36])[CH2:32][O:33][C:29]=3[CH:28]=1)[CH2:19][CH2:18]2, predict the reactants needed to synthesize it. The reactants are: [Si]([O:8][C:9]1[CH:14]=[C:13]([CH3:15])[C:12]([C:16]2[CH:24]=[CH:23][C:22]([F:25])=[C:21]3[C:17]=2[CH2:18][CH2:19][C@H:20]3[O:26][C:27]2[CH:40]=[CH:39][C:30]3[C@H:31]([CH2:34][C:35]([O:37][CH3:38])=[O:36])[CH2:32][O:33][C:29]=3[CH:28]=2)=[C:11]([CH3:41])[CH:10]=1)(C(C)(C)C)(C)C.[F-].C([N+](CCCC)(CCCC)CCCC)CCC. (7) Given the product [C:58]([C:56]1[CH:57]=[C:49]([NH:48][C:39]([NH:38][C:31]2[C:32]3[C:37](=[CH:36][CH:35]=[CH:34][CH:33]=3)[C:28]([O:27][C:25]3[CH:24]=[CH:23][N:22]=[C:21]([NH:20][C:5]4[CH:6]=[C:7]([O:9][CH2:10][CH2:11][O:12][CH2:13][CH2:14][O:15][CH2:16][CH2:17][O:18][CH3:19])[CH:8]=[C:3]([O:2][CH3:1])[CH:4]=4)[N:26]=3)=[CH:29][CH:30]=2)=[O:47])[C:50]([O:62][CH3:63])=[C:51]([CH:55]=1)[C:52]([NH2:54])=[O:53])([CH3:61])([CH3:59])[CH3:60], predict the reactants needed to synthesize it. The reactants are: [CH3:1][O:2][C:3]1[CH:4]=[C:5]([NH:20][C:21]2[N:26]=[C:25]([O:27][C:28]3[C:37]4[C:32](=[CH:33][CH:34]=[CH:35][CH:36]=4)[C:31]([NH:38][C:39](=[O:47])OC4C=CC=CC=4)=[CH:30][CH:29]=3)[CH:24]=[CH:23][N:22]=2)[CH:6]=[C:7]([O:9][CH2:10][CH2:11][O:12][CH2:13][CH2:14][O:15][CH2:16][CH2:17][O:18][CH3:19])[CH:8]=1.[NH2:48][C:49]1[C:50]([O:62][CH3:63])=[C:51]([CH:55]=[C:56]([C:58]([CH3:61])([CH3:60])[CH3:59])[CH:57]=1)[C:52]([NH2:54])=[O:53].